The task is: Predict the reactants needed to synthesize the given product.. This data is from Full USPTO retrosynthesis dataset with 1.9M reactions from patents (1976-2016). (1) Given the product [OH:18][CH:17]=[C:6]1[C:7]2[C:12](=[CH:11][C:10]([C:13]([OH:15])=[O:14])=[CH:9][CH:8]=2)[NH:4][C:5]1=[O:21], predict the reactants needed to synthesize it. The reactants are: C([N:4]1[C:12]2[C:7](=[CH:8][CH:9]=[C:10]([C:13]([O:15]C)=[O:14])[CH:11]=2)[C:6](=[CH:17][O:18]CC)[C:5]1=[O:21])(=O)C.[OH-].[Na+].Cl. (2) Given the product [CH:36]([O:1][C:2]1[CH:3]=[C:4]([CH:31]=[CH:32][C:33]=1[O:34][CH3:35])[CH2:5][CH:6]1[C:15]2[C:10](=[CH:11][C:12]([O:18][CH3:19])=[C:13]([O:16][CH3:17])[CH:14]=2)[CH2:9][CH2:8][N:7]1[CH2:20][C:21]([NH:23][CH2:24][C:25]1[CH:30]=[CH:29][CH:28]=[CH:27][CH:26]=1)=[O:22])([CH3:38])[CH3:37], predict the reactants needed to synthesize it. The reactants are: [OH:1][C:2]1[CH:3]=[C:4]([CH:31]=[CH:32][C:33]=1[O:34][CH3:35])[CH2:5][CH:6]1[C:15]2[C:10](=[CH:11][C:12]([O:18][CH3:19])=[C:13]([O:16][CH3:17])[CH:14]=2)[CH2:9][CH2:8][N:7]1[CH2:20][C:21]([NH:23][CH2:24][C:25]1[CH:30]=[CH:29][CH:28]=[CH:27][CH:26]=1)=[O:22].[CH:36](Br)([CH3:38])[CH3:37].